Dataset: Full USPTO retrosynthesis dataset with 1.9M reactions from patents (1976-2016). Task: Predict the reactants needed to synthesize the given product. (1) Given the product [Br:33][CH2:27][CH2:26][C:23]1[CH:24]=[CH:25][C:20]([C:15]([C:12]2[CH:13]=[CH:14][C:9]([O:8][CH2:7][C@@H:5]3[CH2:4][O:3][C:2]([CH3:31])([CH3:1])[O:6]3)=[C:10]([CH3:30])[CH:11]=2)([CH2:18][CH3:19])[CH2:16][CH3:17])=[CH:21][C:22]=1[CH3:29], predict the reactants needed to synthesize it. The reactants are: [CH3:1][C:2]1([CH3:31])[O:6][C@H:5]([CH2:7][O:8][C:9]2[CH:14]=[CH:13][C:12]([C:15]([C:20]3[CH:25]=[CH:24][C:23]([CH2:26][CH2:27]O)=[C:22]([CH3:29])[CH:21]=3)([CH2:18][CH3:19])[CH2:16][CH3:17])=[CH:11][C:10]=2[CH3:30])[CH2:4][O:3]1.C(Br)(Br)(Br)[Br:33].C1C=CC(P(C2C=CC=CC=2)C2C=CC=CC=2)=CC=1. (2) Given the product [Br:1][CH2:26][C:24]([C:21]1[N:20]=[CH:19][C:18]([O:17][CH2:15][CH3:16])=[CH:23][N:22]=1)=[O:25], predict the reactants needed to synthesize it. The reactants are: [Br:1]N1C(=O)CCC1=O.O1CCCC1.O.[CH2:15]([O:17][C:18]1[CH:19]=[N:20][C:21]([C:24]([O:26]CC)=[CH2:25])=[N:22][CH:23]=1)[CH3:16].